Predict the product of the given reaction. From a dataset of Forward reaction prediction with 1.9M reactions from USPTO patents (1976-2016). Given the reactants [CH3:1][S:2][CH2:3][CH2:4][CH2:5][CH2:6][C:7]1[S:11][C:10]([C:12]2[CH:17]=[CH:16][N:15]=[C:14]([NH:18][CH:19]3[CH2:24][C:23]([CH3:26])([CH3:25])[NH:22][C:21]([CH3:28])([CH3:27])[CH2:20]3)[N:13]=2)=[CH:9][CH:8]=1.[O-]O.S(=O)(O)[O-:32].[Na+].[OH-].[Na+], predict the reaction product. The product is: [CH3:1][S:2]([CH2:3][CH2:4][CH2:5][CH2:6][C:7]1[S:11][C:10]([C:12]2[CH:17]=[CH:16][N:15]=[C:14]([NH:18][CH:19]3[CH2:24][C:23]([CH3:26])([CH3:25])[NH:22][C:21]([CH3:28])([CH3:27])[CH2:20]3)[N:13]=2)=[CH:9][CH:8]=1)=[O:32].